From a dataset of Forward reaction prediction with 1.9M reactions from USPTO patents (1976-2016). Predict the product of the given reaction. (1) Given the reactants [N:1]1[CH:6]=[C:5]([C:7]([C:9]2[CH:10]=[C:11]3[C:16](=[C:17]([CH:19]=[O:20])[CH:18]=2)[N:15]=[CH:14][CH:13]=[CH:12]3)=[O:8])[CH:4]=[N:3][CH:2]=1.C([O-])(=[O:23])C.[Na+].S(=O)(=O)(O)N.Cl([O-])=O.[Na+], predict the reaction product. The product is: [N:3]1[CH:4]=[C:5]([C:7]([C:9]2[CH:10]=[C:11]3[C:16](=[C:17]([C:19]([OH:23])=[O:20])[CH:18]=2)[N:15]=[CH:14][CH:13]=[CH:12]3)=[O:8])[CH:6]=[N:1][CH:2]=1. (2) Given the reactants [Cl:1][C:2]1[CH:7]=[CH:6][C:5]([C:8]2[O:9][C:10]3[C:11](=[C:13]([C:17]([OH:19])=O)[CH:14]=[CH:15][CH:16]=3)[N:12]=2)=[C:4]([CH3:20])[CH:3]=1.Cl.C(N=C=NCCCN(C)C)C.ON1C2C=CC=CC=2N=N1.Cl.Cl.[NH2:45][CH:46]1[CH2:53][CH:52]2[N:54]([CH3:55])[CH:48]([CH2:49][CH2:50][CH2:51]2)[CH2:47]1.C(N(CC)CC)C, predict the reaction product. The product is: [CH3:55][N:54]1[CH:48]2[CH2:49][CH2:50][CH2:51][CH:52]1[CH2:53][CH:46]([NH:45][C:17]([C:13]1[CH:14]=[CH:15][CH:16]=[C:10]3[O:9][C:8]([C:5]4[CH:6]=[CH:7][C:2]([Cl:1])=[CH:3][C:4]=4[CH3:20])=[N:12][C:11]=13)=[O:19])[CH2:47]2. (3) Given the reactants [F:1][C:2]1[CH:7]=[CH:6][C:5]([C:8]2[N:9]=[C:10]3[C:15]([O:16][CH:17]([CH3:19])[CH3:18])=[N:14][CH:13]=[CH:12][N:11]3[C:20]=2[C:21]2[CH:26]=[CH:25][N:24]=[C:23](S(C)(=O)=O)[N:22]=2)=[CH:4][CH:3]=1.[NH2:31][CH2:32][C:33]([CH3:37])([CH3:36])[CH2:34][OH:35], predict the reaction product. The product is: [F:1][C:2]1[CH:7]=[CH:6][C:5]([C:8]2[N:9]=[C:10]3[C:15]([O:16][CH:17]([CH3:19])[CH3:18])=[N:14][CH:13]=[CH:12][N:11]3[C:20]=2[C:21]2[CH:26]=[CH:25][N:24]=[C:23]([NH:31][CH2:32][C:33]([CH3:37])([CH3:36])[CH2:34][OH:35])[N:22]=2)=[CH:4][CH:3]=1. (4) Given the reactants [Br:1][C:2]1[CH:7]=[C:6]([CH3:8])[C:5]([N:9]2[C:13]3[N:14]=[C:15]([CH3:19])[CH:16]=[C:17]([OH:18])[C:12]=3[C:11]([CH3:20])=[CH:10]2)=[C:4]([CH3:21])[CH:3]=1.C(N(CC)CC)C.C([O-])(O)=O.[Na+].[F:34][C:35]([F:48])([F:47])[S:36](O[S:36]([C:35]([F:48])([F:47])[F:34])(=[O:38])=[O:37])(=[O:38])=[O:37], predict the reaction product. The product is: [Br:1][C:2]1[CH:3]=[C:4]([CH3:21])[C:5]([N:9]2[C:13]3=[N:14][C:15]([CH3:19])=[CH:16][C:17]([O:18][S:36]([C:35]([F:48])([F:47])[F:34])(=[O:38])=[O:37])=[C:12]3[C:11]([CH3:20])=[CH:10]2)=[C:6]([CH3:8])[CH:7]=1. (5) Given the reactants [NH2:1][C:2]1[C:7]([N+:8]([O-])=O)=[CH:6][N:5]=[C:4]([N:11]2[CH2:16][CH2:15][C@H:14]([CH3:17])[C@H:13]([C:18]([N:20]3[CH2:24][CH2:23][CH2:22][CH2:21]3)=[O:19])[CH2:12]2)[N:3]=1.[H][H], predict the reaction product. The product is: [NH2:1][C:2]1[C:7]([NH2:8])=[CH:6][N:5]=[C:4]([N:11]2[CH2:16][CH2:15][C@H:14]([CH3:17])[C@H:13]([C:18]([N:20]3[CH2:24][CH2:23][CH2:22][CH2:21]3)=[O:19])[CH2:12]2)[N:3]=1. (6) The product is: [CH3:3][CH:2]([N:4]1[CH2:5][CH2:6][N:7]([C:10]2[CH:15]=[CH:14][C:13]([NH2:16])=[C:12]([O:19][CH3:20])[CH:11]=2)[CH2:8][CH2:9]1)[CH3:1]. Given the reactants [CH3:1][CH:2]([N:4]1[CH2:9][CH2:8][N:7]([C:10]2[CH:15]=[CH:14][C:13]([N+:16]([O-])=O)=[C:12]([O:19][CH3:20])[CH:11]=2)[CH2:6][CH2:5]1)[CH3:3], predict the reaction product. (7) Given the reactants C[O:2][C:3]([C:5]1[O:6][C:7]([C:10]2[CH:11]=[C:12]3[C:17](=[CH:18][CH:19]=2)[N:16]=[CH:15][N:14]=[C:13]3[NH:20][C:21]2[CH:26]=[CH:25][C:24]([O:27][CH2:28][C:29]3[CH:34]=[CH:33][CH:32]=[CH:31][CH:30]=3)=[CH:23][CH:22]=2)=[CH:8][CH:9]=1)=[O:4].C(Cl)(Cl)[Cl:36], predict the reaction product. The product is: [ClH:36].[CH2:28]([O:27][C:24]1[CH:23]=[CH:22][C:21]([NH:20][C:13]2[C:12]3[C:17](=[CH:18][CH:19]=[C:10]([C:7]4[O:6][C:5]([C:3]([OH:4])=[O:2])=[CH:9][CH:8]=4)[CH:11]=3)[N:16]=[CH:15][N:14]=2)=[CH:26][CH:25]=1)[C:29]1[CH:34]=[CH:33][CH:32]=[CH:31][CH:30]=1. (8) Given the reactants [Br:1][C:2]1[C:3]([O:11][CH2:12][CH:13]2[CH2:15][CH2:14]2)=[N:4][CH:5]=[C:6]([N+:8]([O-])=O)[CH:7]=1.O.[Cl-].[NH4+], predict the reaction product. The product is: [Br:1][C:2]1[CH:7]=[C:6]([NH2:8])[CH:5]=[N:4][C:3]=1[O:11][CH2:12][CH:13]1[CH2:15][CH2:14]1. (9) Given the reactants [NH2:1][C:2]1[CH:7]=[CH:6][CH:5]=[CH:4][C:3]=1[NH:8][C:9](=[O:32])/[CH:10]=[CH:11]/[C:12]1[CH:16]=[CH:15][N:14]([S:17]([C:20]2[CH:25]=[CH:24][C:23]([C:26]3[CH:27]=[N:28][N:29]([CH3:31])[CH:30]=3)=[CH:22][CH:21]=2)(=[O:19])=[O:18])[CH:13]=1.[ClH:33], predict the reaction product. The product is: [ClH:33].[NH2:1][C:2]1[CH:7]=[CH:6][CH:5]=[CH:4][C:3]=1[NH:8][C:9](=[O:32])/[CH:10]=[CH:11]/[C:12]1[CH:16]=[CH:15][N:14]([S:17]([C:20]2[CH:25]=[CH:24][C:23]([C:26]3[CH:27]=[N:28][N:29]([CH3:31])[CH:30]=3)=[CH:22][CH:21]=2)(=[O:19])=[O:18])[CH:13]=1.